From a dataset of Reaction yield outcomes from USPTO patents with 853,638 reactions. Predict the reaction yield, written as a fraction of the theoretical maximum amount of product (1.0 means a 100% yield; for example, 0.34 means a 34% yield). (1) The reactants are [CH3:1][N:2]([CH2:4][CH2:5][N:6]1[C:20](=[O:21])[C:15]2=[CH:16][C:17]([NH2:19])=[CH:18][C:13]3[C:14]2=[C:9]([CH:10]=[CH:11][CH:12]=3)[C:7]1=[O:8])[CH3:3].[Cl:22][C:23]([Cl:30])([Cl:29])[C:24]([N:26]=[C:27]=[O:28])=[O:25].O. The catalyst is CC(CC)=O. The product is [Cl:22][C:23]([Cl:30])([Cl:29])[C:24]([NH:26][C:27]([NH:19][C:17]1[CH:18]=[C:13]2[CH:12]=[CH:11][CH:10]=[C:9]3[C:14]2=[C:15]([CH:16]=1)[C:20](=[O:21])[N:6]([CH2:5][CH2:4][N:2]([CH3:1])[CH3:3])[C:7]3=[O:8])=[O:28])=[O:25]. The yield is 0.970. (2) The reactants are [F:1][C:2]1[CH:7]=[CH:6][C:5]([C:8]2[CH2:12][CH:11]([CH2:13][CH2:14][CH2:15][CH:16]=O)[O:10][N:9]=2)=[CH:4][CH:3]=1.[C:18]1([CH:24]([C:31]2[CH:36]=[CH:35][CH:34]=[CH:33][CH:32]=2)[N:25]2[CH2:30][CH2:29][NH:28][CH2:27][CH2:26]2)[CH:23]=[CH:22][CH:21]=[CH:20][CH:19]=1.[BH-](OC(C)=O)(OC(C)=O)OC(C)=O.[Na+]. The catalyst is C(Cl)Cl. The product is [CH:24]([N:25]1[CH2:30][CH2:29][N:28]([CH2:16][CH2:15][CH2:14][CH2:13][CH:11]2[O:10][N:9]=[C:8]([C:5]3[CH:6]=[CH:7][C:2]([F:1])=[CH:3][CH:4]=3)[CH2:12]2)[CH2:27][CH2:26]1)([C:31]1[CH:36]=[CH:35][CH:34]=[CH:33][CH:32]=1)[C:18]1[CH:23]=[CH:22][CH:21]=[CH:20][CH:19]=1. The yield is 0.651. (3) The reactants are [Br-:1].[Br-].[Br-].C1([N+](C)(C)C)C=CC=CC=1.C1([N+](C)(C)C)C=CC=CC=1.C1([N+](C)(C)C)C=CC=CC=1.[Cl:34][C:35]1[CH:36]=[CH:37][C:38]([OH:44])=[C:39]([C:41](=[O:43])[CH3:42])[CH:40]=1.O. The catalyst is O1CCCC1. The product is [Br:1][CH2:42][C:41]([C:39]1[CH:40]=[C:35]([Cl:34])[CH:36]=[CH:37][C:38]=1[OH:44])=[O:43]. The yield is 0.756.